This data is from Reaction yield outcomes from USPTO patents with 853,638 reactions. The task is: Predict the reaction yield, written as a fraction of the theoretical maximum amount of product (1.0 means a 100% yield; for example, 0.34 means a 34% yield). (1) The reactants are N[C:2]1[CH:3]=[CH:4][C:5]([CH3:12])=[C:6]([CH:11]=1)[C:7]([O:9][CH3:10])=[O:8].N([O-])=[O:14].[Na+]. The catalyst is OS(O)(=O)=O.O.[O-]S([O-])(=O)=O.[Cu+2]. The product is [OH:14][C:2]1[CH:3]=[CH:4][C:5]([CH3:12])=[C:6]([CH:11]=1)[C:7]([O:9][CH3:10])=[O:8]. The yield is 0.670. (2) The reactants are [C:1]1([C:7]([OH:11])([CH3:10])[CH2:8][OH:9])[CH:6]=[CH:5][CH:4]=[CH:3][CH:2]=1.CCN(C(C)C)C(C)C.[C:21]1([CH3:31])[CH:26]=[CH:25][C:24]([S:27](Cl)(=[O:29])=[O:28])=[CH:23][CH:22]=1. The catalyst is CN(C1C=CN=CC=1)C.C(Cl)Cl.CCOCC. The product is [CH3:31][C:21]1[CH:26]=[CH:25][C:24]([S:27]([O:9][CH2:8][C:7]([OH:11])([C:1]2[CH:6]=[CH:5][CH:4]=[CH:3][CH:2]=2)[CH3:10])(=[O:29])=[O:28])=[CH:23][CH:22]=1. The yield is 0.370. (3) The reactants are N(C(OCC)=O)=NC(OCC)=O.[Cl:13][C:14]1[CH:33]=[CH:32][C:17]([NH:18][C:19]2[C:28]3[C:23](=[CH:24][C:25]([OH:31])=[C:26]([O:29][CH3:30])[CH:27]=3)[N:22]=[CH:21][N:20]=2)=[C:16]([F:34])[CH:15]=1.C1(P(C2C=CC=CC=2)C2C=CC=CC=2)C=CC=CC=1.[O:54]1[CH2:59][CH2:58][N:57]([CH2:60][CH2:61][O:62][CH2:63][CH2:64]O)[CH2:56][CH2:55]1. The catalyst is C(Cl)Cl. The product is [ClH:13].[Cl:13][C:14]1[CH:33]=[CH:32][C:17]([NH:18][C:19]2[C:28]3[C:23](=[CH:24][C:25]([O:31][CH2:64][CH2:63][O:62][CH2:61][CH2:60][N:57]4[CH2:58][CH2:59][O:54][CH2:55][CH2:56]4)=[C:26]([O:29][CH3:30])[CH:27]=3)[N:22]=[CH:21][N:20]=2)=[C:16]([F:34])[CH:15]=1. The yield is 0.450. (4) The reactants are [Br:1][C:2]1[CH:7]=[CH:6][C:5]([C@@H:8]2[CH2:10][O:9]2)=[CH:4][CH:3]=1.[NH:11]1[CH2:15][CH2:14][CH2:13][CH2:12]1.O.[O-2].[O-2].[O-2].O=[Si]=O.O=[Si]=O.O=[Si]=O.O=[Si]=O.[Al+3].[Al+3]. The catalyst is C(Cl)Cl. The product is [Br:1][C:2]1[CH:7]=[CH:6][C:5]([C@@H:8]([OH:9])[CH2:10][N:11]2[CH2:15][CH2:14][CH2:13][CH2:12]2)=[CH:4][CH:3]=1. The yield is 0.430. (5) The reactants are [C:1]1([C:7]([C:10]2[CH:15]=[CH:14][CH:13]=[CH:12][CH:11]=2)=[N:8][NH2:9])[CH:6]=[CH:5][CH:4]=[CH:3][CH:2]=1.Br[C:17]1[CH:18]=[C:19]2[C:24](=[CH:25][CH:26]=1)[N:23]=[CH:22][CH:21]=[N:20]2.CC(C)([O-])C.[Na+]. The catalyst is C1(C)C=CC=CC=1.CCOCC.O.C([O-])(=O)C.[Pd+2].C([O-])(=O)C.C1(P(C2C=CC=CC=2)C2C=CC3C(=CC=CC=3)C=2C2C3C(=CC=CC=3)C=CC=2P(C2C=CC=CC=2)C2C=CC=CC=2)C=CC=CC=1. The product is [C:1]1([C:7]([C:10]2[CH:15]=[CH:14][CH:13]=[CH:12][CH:11]=2)=[N:8][NH:9][C:17]2[CH:18]=[C:19]3[C:24](=[CH:25][CH:26]=2)[N:23]=[CH:22][CH:21]=[N:20]3)[CH:2]=[CH:3][CH:4]=[CH:5][CH:6]=1. The yield is 0.200.